Task: Predict the reaction yield, written as a fraction of the theoretical maximum amount of product (1.0 means a 100% yield; for example, 0.34 means a 34% yield).. Dataset: Reaction yield outcomes from USPTO patents with 853,638 reactions (1) The reactants are I[C:2]1[C:10]2[C:5](=[C:6]([CH3:12])[CH:7]=[C:8]([CH3:11])[CH:9]=2)[NH:4][N:3]=1.[C:13]([Cu])#[N:14].[C-]#N.[Na+].OP([O-])(O)=O.[K+]. The catalyst is CN1C(=O)CCC1.CCOCC. The product is [CH3:11][C:8]1[CH:9]=[C:10]2[C:5](=[C:6]([CH3:12])[CH:7]=1)[NH:4][N:3]=[C:2]2[C:13]#[N:14]. The yield is 0.650. (2) The reactants are [Cl:1][C:2]1[CH:3]=[C:4]([S:8]([NH:11][C:12]2[CH:20]=[CH:19][C:15]([C:16]([OH:18])=[O:17])=[C:14]([OH:21])[CH:13]=2)(=[O:10])=[O:9])[S:5][C:6]=1[Cl:7].[C:22]([N:29]1[CH:33]=[CH:32]N=[CH:30]1)(N1C=CN=C1)=O.N1C=CC=[CH:36][CH:35]=1.OCCC1NC=CC=1. No catalyst specified. The product is [Cl:1][C:2]1[CH:3]=[C:4]([S:8]([NH:11][C:12]2[CH:20]=[CH:19][C:15]([C:16]([O:18][CH2:32][CH2:33][N:29]3[CH:22]=[CH:36][CH:35]=[CH:30]3)=[O:17])=[C:14]([OH:21])[CH:13]=2)(=[O:9])=[O:10])[S:5][C:6]=1[Cl:7]. The yield is 0.600. (3) The yield is 0.900. The product is [CH:11]1[CH:10]=[CH:9][C:7](=[O:8])/[C:6](=[CH:5]\[NH:3][CH2:2][CH2:1][NH:4]/[CH:5]=[C:6]2\[C:7]([CH:9]=[CH:10][CH:11]=[CH:12]\2)=[O:8])/[CH:12]=1. The catalyst is C(O)C. The reactants are [CH2:1]([NH2:4])[CH2:2][NH2:3].[CH:5](=O)[C:6]1[C:7](=[CH:9][CH:10]=[CH:11][CH:12]=1)[OH:8]. (4) The reactants are C(=O)([O-])[O-].[K+].[K+].[CH3:7]N1CCCC1=O.[Br:14][C:15]1[C:16]([Cl:26])=[C:17]([OH:25])[C:18]([S:21]([CH3:24])(=[O:23])=[O:22])=[CH:19][CH:20]=1.Cl[CH2:28][CH2:29][CH:30]1[O:34][CH2:33][CH2:32][O:31]1. The catalyst is O.C1(C)C=CC=CC=1. The product is [C:15]1([CH3:7])[CH:16]=[CH:17][CH:18]=[CH:19][CH:20]=1.[Br:14][C:15]1[C:16]([Cl:26])=[C:17]([C:18]([S:21]([CH3:24])(=[O:23])=[O:22])=[CH:19][CH:20]=1)[O:25][CH2:28][CH2:29][CH:30]1[O:34][CH2:33][CH2:32][O:31]1. The yield is 0.925.